This data is from Catalyst prediction with 721,799 reactions and 888 catalyst types from USPTO. The task is: Predict which catalyst facilitates the given reaction. Reactant: C[O-].[Na+].Br[C:5]1[CH:14]=[C:13]2[C:8]([C:9]([S:15][C:16]3[CH:21]=[CH:20][C:19]([NH2:22])=[CH:18][CH:17]=3)=[CH:10][CH:11]=[N:12]2)=[N:7][CH:6]=1. Product: [N:12]1[C:13]2[C:8](=[N:7][CH:6]=[CH:5][CH:14]=2)[C:9]([S:15][C:16]2[CH:21]=[CH:20][C:19]([NH2:22])=[CH:18][CH:17]=2)=[CH:10][CH:11]=1. The catalyst class is: 128.